From a dataset of Reaction yield outcomes from USPTO patents with 853,638 reactions. Predict the reaction yield, written as a fraction of the theoretical maximum amount of product (1.0 means a 100% yield; for example, 0.34 means a 34% yield). (1) The reactants are [Br:1][C:2]1[CH:26]=[CH:25][C:5]([CH2:6][NH:7][C:8](=[O:24])[C:9]2[CH:14]=[C:13]([N:15]3[CH2:20][CH2:19][O:18][CH2:17][CH2:16]3)[C:12]([F:21])=[CH:11][C:10]=2[O:22]C)=[C:4]([F:27])[CH:3]=1.Br.CC(O)=O. No catalyst specified. The product is [Br:1][C:2]1[CH:26]=[CH:25][C:5]([CH2:6][NH:7][C:8](=[O:24])[C:9]2[CH:14]=[C:13]([N:15]3[CH2:16][CH2:17][O:18][CH2:19][CH2:20]3)[C:12]([F:21])=[CH:11][C:10]=2[OH:22])=[C:4]([F:27])[CH:3]=1. The yield is 0.880. (2) The reactants are [CH2:1]=[CH:2][CH2:3][CH2:4][CH2:5][CH2:6][CH2:7][CH3:8].B1C2CCCC1CCC2.[CH2:18]([O:25][C:26]1[C:35](=[O:36])[C:34]2[C:29](=[CH:30][C:31](I)=[CH:32][CH:33]=2)[O:28][C:27]=1[C:38]1[CH:43]=[C:42]([O:44][CH3:45])[C:41]([O:46][CH3:47])=[C:40]([O:48][CH3:49])[CH:39]=1)[C:19]1[CH:24]=[CH:23][CH:22]=[CH:21][CH:20]=1.C(Cl)Cl. The catalyst is O1CCCC1.[OH-].[Na+].Cl[Pd]Cl. The product is [CH2:18]([O:25][C:26]1[C:35](=[O:36])[C:34]2[C:29](=[CH:30][C:31]([CH2:1][CH2:2][CH2:3][CH2:4][CH2:5][CH2:6][CH2:7][CH3:8])=[CH:32][CH:33]=2)[O:28][C:27]=1[C:38]1[CH:43]=[C:42]([O:44][CH3:45])[C:41]([O:46][CH3:47])=[C:40]([O:48][CH3:49])[CH:39]=1)[C:19]1[CH:24]=[CH:23][CH:22]=[CH:21][CH:20]=1. The yield is 0.590. (3) The reactants are [Br:1][C:2]1[CH:3]=[C:4]2[C:8](=[CH:9][CH:10]=1)[NH:7][C:6](=[O:11])[CH2:5]2.[CH2:12]([N:14]([CH2:28][CH3:29])[CH2:15][CH2:16][N:17]([CH3:27])[C:18]([C:20]1[NH:21][C:22]([CH:25]=O)=[CH:23][CH:24]=1)=[O:19])[CH3:13]. No catalyst specified. The product is [CH2:28]([N:14]([CH2:12][CH3:13])[CH2:15][CH2:16][N:17]([CH3:27])[C:18]([C:20]1[NH:21][C:22]([CH:25]=[C:5]2[C:4]3[C:8](=[CH:9][CH:10]=[C:2]([Br:1])[CH:3]=3)[NH:7][C:6]2=[O:11])=[CH:23][CH:24]=1)=[O:19])[CH3:29]. The yield is 0.550. (4) The reactants are BrC[C:3]1[CH:4]=[C:5]([CH:8]=[CH:9][CH:10]=1)[C:6]#[N:7].[CH3:11][C:12]([O:15][C:16]([NH:18][C:19]([O:21][C:22]([CH3:25])([CH3:24])[CH3:23])=[O:20])=[O:17])([CH3:14])[CH3:13].C(=O)([O-])[O-].[Cs+].[Cs+]. The catalyst is C1COCC1.[I-].[Li+]. The product is [C:22]([O:21][C:19]([N:18]([C:16]([O:15][C:12]([CH3:14])([CH3:13])[CH3:11])=[O:17])[C:3]1[CH:4]=[C:5]([CH:8]=[CH:9][CH:10]=1)[C:6]#[N:7])=[O:20])([CH3:25])([CH3:24])[CH3:23]. The yield is 0.870.